This data is from Full USPTO retrosynthesis dataset with 1.9M reactions from patents (1976-2016). The task is: Predict the reactants needed to synthesize the given product. Given the product [Si:1]([O:8][CH2:9][CH2:10][CH:11]([C:13]1[N:17]2[C:18](=[O:33])[CH:19]=[C:20]([CH2:22][N:23]([CH2:31][CH3:32])[C:24]3[CH:29]=[CH:28][C:27]([F:30])=[CH:26][CH:25]=3)[N:21]=[C:16]2[S:15][C:14]=1[CH3:34])[F:41])([C:4]([CH3:7])([CH3:6])[CH3:5])([CH3:3])[CH3:2], predict the reactants needed to synthesize it. The reactants are: [Si:1]([O:8][CH2:9][CH2:10][CH:11]([C:13]1[N:17]2[C:18](=[O:33])[CH:19]=[C:20]([CH2:22][N:23]([CH2:31][CH3:32])[C:24]3[CH:29]=[CH:28][C:27]([F:30])=[CH:26][CH:25]=3)[N:21]=[C:16]2[S:15][C:14]=1[CH3:34])O)([C:4]([CH3:7])([CH3:6])[CH3:5])([CH3:3])[CH3:2].C(N(S(F)(F)[F:41])CC)C.